Dataset: Full USPTO retrosynthesis dataset with 1.9M reactions from patents (1976-2016). Task: Predict the reactants needed to synthesize the given product. (1) Given the product [CH2:1]([N:8]1[CH2:13][CH2:12][CH:11]([NH:14][C:15]2[C:20]([CH2:21][OH:22])=[CH:19][N:18]=[C:17]3[N:23]([CH2:26][O:27][CH2:28][CH2:29][Si:30]([CH3:33])([CH3:32])[CH3:31])[CH:24]=[CH:25][C:16]=23)[CH2:10][CH2:9]1)[C:2]1[CH:3]=[CH:4][CH:5]=[CH:6][CH:7]=1, predict the reactants needed to synthesize it. The reactants are: [CH2:1]([N:8]1[CH2:13][CH2:12][CH:11]([NH:14][C:15]2[C:20]([CH:21]=[O:22])=[CH:19][N:18]=[C:17]3[N:23]([CH2:26][O:27][CH2:28][CH2:29][Si:30]([CH3:33])([CH3:32])[CH3:31])[CH:24]=[CH:25][C:16]=23)[CH2:10][CH2:9]1)[C:2]1[CH:7]=[CH:6][CH:5]=[CH:4][CH:3]=1.[BH4-].[Na+]. (2) Given the product [CH2:1]([S:8]([NH:11][C:12]([CH:14]1[CH2:19][CH2:18][N:17]([C:20]2[C:30]([C:31]#[N:32])=[CH:29][C:23]([C:24]([O:26][CH2:27][CH3:28])=[O:25])=[C:22]([CH2:33][O:41][C:37](=[O:40])[CH2:38][OH:39])[N:21]=2)[CH2:16][CH2:15]1)=[O:13])(=[O:10])=[O:9])[C:2]1[CH:7]=[CH:6][CH:5]=[CH:4][CH:3]=1, predict the reactants needed to synthesize it. The reactants are: [CH2:1]([S:8]([NH:11][C:12]([CH:14]1[CH2:19][CH2:18][N:17]([C:20]2[C:30]([C:31]#[N:32])=[CH:29][C:23]([C:24]([O:26][CH2:27][CH3:28])=[O:25])=[C:22]([CH2:33]Cl)[N:21]=2)[CH2:16][CH2:15]1)=[O:13])(=[O:10])=[O:9])[C:2]1[CH:7]=[CH:6][CH:5]=[CH:4][CH:3]=1.[I-].[Na+].[C:37]([O:41]CC)(=[O:40])[CH2:38][OH:39]. (3) Given the product [NH2:1][C:2]1[N:10]=[CH:9][N:8]=[C:7]2[C:3]=1[N:4]([C:27]1[CH:32]=[CH:31][C:30]([O:33][CH2:34][C:35]3[CH:36]=[CH:37][CH:38]=[CH:39][CH:40]=3)=[CH:29][CH:28]=1)[C:5](=[O:26])[N:6]2[C:11]1[CH:16]=[CH:15][CH:14]=[C:13]([NH:17][CH3:18])[CH:12]=1, predict the reactants needed to synthesize it. The reactants are: [NH2:1][C:2]1[N:10]=[CH:9][N:8]=[C:7]2[C:3]=1[N:4]([C:27]1[CH:32]=[CH:31][C:30]([O:33][CH2:34][C:35]3[CH:40]=[CH:39][CH:38]=[CH:37][CH:36]=3)=[CH:29][CH:28]=1)[C:5](=[O:26])[N:6]2[C:11]1[CH:12]=[C:13]([N:17](C)[C:18](=O)OC(C)(C)C)[CH:14]=[CH:15][CH:16]=1.C(O)(C(F)(F)F)=O.